This data is from Reaction yield outcomes from USPTO patents with 853,638 reactions. The task is: Predict the reaction yield, written as a fraction of the theoretical maximum amount of product (1.0 means a 100% yield; for example, 0.34 means a 34% yield). The product is [NH2:1][C:2]1[C:11]2[C:6](=[C:7]([C:22]3[CH:23]=[N:24][C:25]([O:26][CH3:27])=[C:20]([F:19])[CH:21]=3)[CH:8]=[CH:9][CH:10]=2)[N:5]=[N:4][C:3]=1[C:13]([NH:15][CH2:16][CH2:17][CH3:18])=[O:14]. The reactants are [NH2:1][C:2]1[C:11]2[C:6](=[C:7](Br)[CH:8]=[CH:9][CH:10]=2)[N:5]=[N:4][C:3]=1[C:13]([NH:15][CH2:16][CH2:17][CH3:18])=[O:14].[F:19][C:20]1[CH:21]=[C:22](B(O)O)[CH:23]=[N:24][C:25]=1[O:26][CH3:27]. The yield is 0.480. No catalyst specified.